This data is from Retrosynthesis with 50K atom-mapped reactions and 10 reaction types from USPTO. The task is: Predict the reactants needed to synthesize the given product. Given the product COc1cc2c(cc1[N+](=O)[O-])NCC2, predict the reactants needed to synthesize it. The reactants are: COc1cc2c(cc1[N+](=O)[O-])N(C(C)=O)CC2.